From a dataset of Peptide-MHC class II binding affinity with 134,281 pairs from IEDB. Regression. Given a peptide amino acid sequence and an MHC pseudo amino acid sequence, predict their binding affinity value. This is MHC class II binding data. The peptide sequence is AFILDGDNLGPKV. The MHC is DRB3_0101 with pseudo-sequence DRB3_0101. The binding affinity (normalized) is 0.709.